Task: Regression. Given two drug SMILES strings and cell line genomic features, predict the synergy score measuring deviation from expected non-interaction effect.. Dataset: NCI-60 drug combinations with 297,098 pairs across 59 cell lines Drug 1: CN(CC1=CN=C2C(=N1)C(=NC(=N2)N)N)C3=CC=C(C=C3)C(=O)NC(CCC(=O)O)C(=O)O. Drug 2: CC1=C(C=C(C=C1)C(=O)NC2=CC(=CC(=C2)C(F)(F)F)N3C=C(N=C3)C)NC4=NC=CC(=N4)C5=CN=CC=C5. Cell line: SNB-75. Synergy scores: CSS=10.5, Synergy_ZIP=1.14, Synergy_Bliss=0.521, Synergy_Loewe=-21.8, Synergy_HSA=-0.835.